This data is from Peptide-MHC class I binding affinity with 185,985 pairs from IEDB/IMGT. The task is: Regression. Given a peptide amino acid sequence and an MHC pseudo amino acid sequence, predict their binding affinity value. This is MHC class I binding data. The peptide sequence is MVFGRFSFA. The MHC is HLA-B44:02 with pseudo-sequence HLA-B44:02. The binding affinity (normalized) is 0.213.